Dataset: NCI-60 drug combinations with 297,098 pairs across 59 cell lines. Task: Regression. Given two drug SMILES strings and cell line genomic features, predict the synergy score measuring deviation from expected non-interaction effect. (1) Drug 1: C1=CC(=CC=C1CC(C(=O)O)N)N(CCCl)CCCl.Cl. Drug 2: CC1=C2C(C(=O)C3(C(CC4C(C3C(C(C2(C)C)(CC1OC(=O)C(C(C5=CC=CC=C5)NC(=O)OC(C)(C)C)O)O)OC(=O)C6=CC=CC=C6)(CO4)OC(=O)C)O)C)O. Cell line: NCIH23. Synergy scores: CSS=25.0, Synergy_ZIP=-5.77, Synergy_Bliss=-0.571, Synergy_Loewe=-4.95, Synergy_HSA=0.387. (2) Drug 1: C1C(C(OC1N2C=NC3=C(N=C(N=C32)Cl)N)CO)O. Drug 2: CC1=C(C(CCC1)(C)C)C=CC(=CC=CC(=CC(=O)O)C)C. Cell line: HOP-92. Synergy scores: CSS=32.1, Synergy_ZIP=-5.46, Synergy_Bliss=-7.14, Synergy_Loewe=-20.8, Synergy_HSA=-2.74. (3) Drug 1: CC(CN1CC(=O)NC(=O)C1)N2CC(=O)NC(=O)C2. Drug 2: C1=CN(C(=O)N=C1N)C2C(C(C(O2)CO)O)O.Cl. Cell line: HL-60(TB). Synergy scores: CSS=79.5, Synergy_ZIP=3.57, Synergy_Bliss=3.88, Synergy_Loewe=5.41, Synergy_HSA=8.58. (4) Drug 1: CC1=C(C=C(C=C1)NC2=NC=CC(=N2)N(C)C3=CC4=NN(C(=C4C=C3)C)C)S(=O)(=O)N.Cl. Drug 2: CN(C)N=NC1=C(NC=N1)C(=O)N. Cell line: SF-295. Synergy scores: CSS=7.39, Synergy_ZIP=-3.21, Synergy_Bliss=-0.145, Synergy_Loewe=2.07, Synergy_HSA=1.85. (5) Drug 1: C1=CN(C=N1)CC(O)(P(=O)(O)O)P(=O)(O)O. Drug 2: CC1C(C(CC(O1)OC2CC(CC3=C2C(=C4C(=C3O)C(=O)C5=C(C4=O)C(=CC=C5)OC)O)(C(=O)CO)O)N)O.Cl. Cell line: U251. Synergy scores: CSS=29.0, Synergy_ZIP=1.38, Synergy_Bliss=1.64, Synergy_Loewe=-27.5, Synergy_HSA=-0.852.